This data is from Reaction yield outcomes from USPTO patents with 853,638 reactions. The task is: Predict the reaction yield, written as a fraction of the theoretical maximum amount of product (1.0 means a 100% yield; for example, 0.34 means a 34% yield). (1) The product is [NH2:1][C:2]1[C:3]([C:19]([OH:21])=[O:20])=[N:4][C:5]([C:8]2[CH:13]=[CH:12][C:11]([C:14](=[O:18])[N:15]([CH3:17])[CH3:16])=[CH:10][CH:9]=2)=[CH:6][N:7]=1. The yield is 0.910. The catalyst is CO.O. The reactants are [NH2:1][C:2]1[C:3]([C:19]([O:21]C)=[O:20])=[N:4][C:5]([C:8]2[CH:13]=[CH:12][C:11]([C:14](=[O:18])[N:15]([CH3:17])[CH3:16])=[CH:10][CH:9]=2)=[CH:6][N:7]=1.[OH-].[Na+].Cl. (2) The reactants are Cl.Cl.C[C@H]1C2C(N3CCNCC3)=NC=NC=2[C@H:6]([OH:19])C1.[C:20]([O:24][C:25]([N:27]([CH:40]([CH3:42])[CH3:41])C[C@H](C1C=CC(Cl)=CC=1)C(O)=O)=[O:26])([CH3:23])(C)C.CCN(C(C)C)C(C)C.CN(C(ON1N=NC2C=CC=CC1=2)=[N+](C)C)C.F[P-](F)(F)(F)(F)F. The catalyst is C(Cl)Cl. The product is [O:19]=[CH:6][CH2:23][CH2:20][O:24][C:25](=[O:26])[NH:27][CH:40]([CH3:41])[CH3:42]. The yield is 0.690. (3) The reactants are [CH3:1][C:2]1[O:6][N:5]=[C:4]([C:7]2[CH:12]=[CH:11][CH:10]=[CH:9][CH:8]=2)[C:3]=1[CH2:13][O:14][C:15]1[CH:23]=[CH:22][C:18]([C:19]([OH:21])=O)=[CH:17][N:16]=1.[NH:24]1[CH2:29][CH2:28][CH2:27][CH2:26][CH2:25]1. No catalyst specified. The product is [CH3:1][C:2]1[O:6][N:5]=[C:4]([C:7]2[CH:8]=[CH:9][CH:10]=[CH:11][CH:12]=2)[C:3]=1[CH2:13][O:14][C:15]1[N:16]=[CH:17][C:18]([C:19]([N:24]2[CH2:29][CH2:28][CH2:27][CH2:26][CH2:25]2)=[O:21])=[CH:22][CH:23]=1. The yield is 0.750. (4) The reactants are [F:1][C:2]1([F:41])[CH2:5][CH:4]([NH:6][C:7]([NH:9][C@:10]([C:32]2[CH:37]=[CH:36][C:35]([F:38])=[C:34]([CH:39]=O)[CH:33]=2)([C:18]2[CH:23]=[C:22]([O:24][C:25]([F:30])([F:29])[CH:26]([F:28])[F:27])[CH:21]=[C:20]([F:31])[CH:19]=2)[CH2:11][C:12]2[CH:17]=[CH:16][CH:15]=[CH:14][CH:13]=2)=[O:8])[CH2:3]1.[NH:42]([CH3:44])[CH3:43].C(O)(=O)C.[BH3-]C#N.[Na+]. The catalyst is CO. The product is [F:1][C:2]1([F:41])[CH2:5][CH:4]([NH:6][C:7]([NH:9][C@:10]([C:32]2[CH:37]=[CH:36][C:35]([F:38])=[C:34]([CH2:39][N:42]([CH3:44])[CH3:43])[CH:33]=2)([C:18]2[CH:23]=[C:22]([O:24][C:25]([F:30])([F:29])[CH:26]([F:27])[F:28])[CH:21]=[C:20]([F:31])[CH:19]=2)[CH2:11][C:12]2[CH:17]=[CH:16][CH:15]=[CH:14][CH:13]=2)=[O:8])[CH2:3]1. The yield is 0.440. (5) The reactants are [CH:1](=O)[C:2]1[O:6][CH:5]=[CH:4][CH:3]=1.[CH2:8]([NH:10][CH2:11][CH3:12])[CH3:9].C(O[BH-](OC(=O)C)OC(=O)C)(=O)C.[Na+]. The catalyst is ClCCCl. The product is [CH2:8]([N:10]([CH2:1][C:2]1[O:6][CH:5]=[CH:4][CH:3]=1)[CH2:11][CH3:12])[CH3:9]. The yield is 0.820.